Dataset: Forward reaction prediction with 1.9M reactions from USPTO patents (1976-2016). Task: Predict the product of the given reaction. (1) The product is: [NH2:2][C:3]1[C:4]([C:11]([NH:13][C:14](=[O:53])[NH:15][CH2:16][CH2:17][CH2:18][CH2:19][C:20]2[CH:21]=[CH:22][C:23]([O:26][CH2:27][CH2:28][N:29]([CH2:41][CH2:42][CH2:43][CH2:44][CH2:45][CH3:46])[CH2:30][C@H:31]([OH:40])[C@@H:32]([OH:39])[C@H:33]([OH:38])[C@H:34]([OH:37])[CH2:35][OH:36])=[CH:24][CH:25]=2)=[O:12])=[N:5][C:6]([Cl:10])=[C:7]([NH2:9])[N:8]=1. Given the reactants Cl.[NH2:2][C:3]1[C:4]([C:11]([NH:13][C:14](=N)[NH:15][CH2:16][CH2:17][CH2:18][CH2:19][C:20]2[CH:25]=[CH:24][C:23]([O:26][CH2:27][CH2:28][N:29]([CH2:41][CH2:42][CH2:43][CH2:44][CH2:45][CH3:46])[CH2:30][C@H:31]([OH:40])[C@@H:32]([OH:39])[C@H:33]([OH:38])[C@H:34]([OH:37])[CH2:35][OH:36])=[CH:22][CH:21]=2)=[O:12])=[N:5][C:6]([Cl:10])=[C:7]([NH2:9])[N:8]=1.[OH-].[Na+].C([OH:53])(C)C, predict the reaction product. (2) Given the reactants [Cl:1][C:2]1[CH:3]=[C:4]([N:13]([CH2:29][CH3:30])[C@H:14]2[CH2:19][CH2:18][C@H:17]([NH:20][CH:21]([C:23]3[CH:24]=[N:25][CH:26]=[CH:27][CH:28]=3)[CH3:22])[CH2:16][CH2:15]2)[C:5]([CH3:12])=[C:6]([CH:11]=1)[C:7]([O:9][CH3:10])=[O:8].C=O.[BH-](OC(C)=O)(OC(C)=O)O[C:35](C)=O.[Na+], predict the reaction product. The product is: [Cl:1][C:2]1[CH:3]=[C:4]([N:13]([CH2:29][CH3:30])[C@H:14]2[CH2:19][CH2:18][C@H:17]([N:20]([CH3:35])[CH:21]([C:23]3[CH:24]=[N:25][CH:26]=[CH:27][CH:28]=3)[CH3:22])[CH2:16][CH2:15]2)[C:5]([CH3:12])=[C:6]([CH:11]=1)[C:7]([O:9][CH3:10])=[O:8]. (3) Given the reactants [NH2:1][CH2:2][CH2:3][CH2:4][CH2:5][CH2:6][CH2:7][CH2:8][CH2:9][NH:10][CH2:11][CH2:12][CH2:13][CH2:14][CH2:15][CH2:16][CH2:17][CH2:18][NH2:19].[C:20]([O:24][C:25]([NH:27][C:28](=[N:31][C:32]([O:34][C:35]([CH3:38])([CH3:37])[CH3:36])=[O:33])SC)=[O:26])([CH3:23])([CH3:22])[CH3:21], predict the reaction product. The product is: [NH2:19][CH2:18][CH2:17][CH2:16][CH2:15][CH2:14][CH2:13][CH2:12][CH2:11][NH:10][CH2:9][CH2:8][CH2:7][CH2:6][CH2:5][CH2:4][CH2:3][CH2:2][NH:1][C:28]([NH:27][C:25]([O:24][C:20]([CH3:23])([CH3:22])[CH3:21])=[O:26])=[N:31][C:32]([O:34][C:35]([CH3:38])([CH3:37])[CH3:36])=[O:33].